From a dataset of hERG potassium channel inhibition data for cardiac toxicity prediction from Karim et al.. Regression/Classification. Given a drug SMILES string, predict its toxicity properties. Task type varies by dataset: regression for continuous values (e.g., LD50, hERG inhibition percentage) or binary classification for toxic/non-toxic outcomes (e.g., AMES mutagenicity, cardiotoxicity, hepatotoxicity). Dataset: herg_karim. The drug is Clc1ccc(-c2nc3sccn3c2C=NOCc2ccc(Cl)c(Cl)c2)cc1. The result is 0 (non-blocker).